Dataset: Catalyst prediction with 721,799 reactions and 888 catalyst types from USPTO. Task: Predict which catalyst facilitates the given reaction. (1) Reactant: CS(O[C@H:6]1[CH2:10][N:9]([C:11]([O:13][C:14]([CH3:17])([CH3:16])[CH3:15])=[O:12])[C@H:8]([C:18]([O:20][CH3:21])=[O:19])[CH2:7]1)(=O)=O.C1CCN2C(=NCCC2)CC1. Product: [N:9]1([C:11]([O:13][C:14]([CH3:17])([CH3:16])[CH3:15])=[O:12])[CH2:10][CH:6]=[CH:7][C@H:8]1[C:18]([O:20][CH3:21])=[O:19]. The catalyst class is: 11. (2) Reactant: C([O:4][C@H:5]1[CH2:22][CH2:21][C@@:20]2([CH3:23])[C@@H:7]([CH2:8][CH2:9][C@:10]3([CH3:48])[C@@H:19]2[CH2:18][CH2:17][C@H:16]2[C@@:11]3([CH3:47])[CH2:12][CH2:13][C@@:14]3([C:30](=[O:46])[NH:31][C@H:32]4[CH2:35][C@@H:34]([C:36]([N:38]5[CH2:43][CH2:42][O:41][CH2:40][CH2:39]5)=[O:37])[C:33]4([CH3:45])[CH3:44])[CH2:26][CH2:25][C@@H:24]([C:27]([CH3:29])=[CH2:28])[C@@H:15]32)[C:6]1([CH3:50])[CH3:49])(=O)C.[OH-].[Na+]. Product: [CH3:44][C:33]1([CH3:45])[C@H:34]([C:36]([N:38]2[CH2:43][CH2:42][O:41][CH2:40][CH2:39]2)=[O:37])[CH2:35][C@@H:32]1[NH:31][C:30]([C@:14]12[CH2:26][CH2:25][C@@H:24]([C:27]([CH3:29])=[CH2:28])[C@@H:15]1[C@@H:16]1[C@@:11]([CH3:47])([CH2:12][CH2:13]2)[C@@:10]2([CH3:48])[C@@H:19]([C@:20]3([CH3:23])[C@@H:7]([CH2:8][CH2:9]2)[C:6]([CH3:49])([CH3:50])[C@@H:5]([OH:4])[CH2:22][CH2:21]3)[CH2:18][CH2:17]1)=[O:46]. The catalyst class is: 92. (3) Reactant: [C:1]([O:5][C:6]([NH:8][C@H:9]1[CH2:14][CH2:13][C@H:12]([NH:15][C:16]2[C:21]([CH3:22])=[C:20]([N:23]([O:35][C:36]([CH3:39])([CH3:38])[CH3:37])[C:24]([C:26]3[CH:31]=[CH:30][C:29]([O:32][CH2:33][CH3:34])=[CH:28][CH:27]=3)=[O:25])[N:19]3[N:40]=[CH:41][C:42]([C:43]([OH:45])=O)=[C:18]3[N:17]=2)[CH2:11][CH2:10]1)=[O:7])([CH3:4])([CH3:3])[CH3:2].Cl.C([N:49]=C=NCCCN(C)C)C.C(N(CC)CC)C.N. Product: [C:1]([O:5][C:6]([NH:8][C@H:9]1[CH2:10][CH2:11][C@H:12]([NH:15][C:16]2[C:21]([CH3:22])=[C:20]([N:23]([O:35][C:36]([CH3:37])([CH3:39])[CH3:38])[C:24]([C:26]3[CH:31]=[CH:30][C:29]([O:32][CH2:33][CH3:34])=[CH:28][CH:27]=3)=[O:25])[N:19]3[N:40]=[CH:41][C:42]([C:43]([NH2:49])=[O:45])=[C:18]3[N:17]=2)[CH2:13][CH2:14]1)=[O:7])([CH3:3])([CH3:2])[CH3:4]. The catalyst class is: 9. (4) Reactant: [F:1][C:2]([F:14])([F:13])[C:3]1[CH:4]=[C:5]([S:9](Cl)(=[O:11])=[O:10])[CH:6]=[CH:7][CH:8]=1.[NH2:15][C:16]1[CH:17]=[CH:18][C:19]([CH3:33])=[C:20]([C:22]2[CH:23]=[C:24]3[C:29](=[CH:30][CH:31]=2)[N:28]=[C:27]([NH2:32])[N:26]=[CH:25]3)[CH:21]=1.CCN(CC)CC. Product: [NH2:32][C:27]1[N:26]=[CH:25][C:24]2[C:29](=[CH:30][CH:31]=[C:22]([C:20]3[CH:21]=[C:16]([NH:15][S:9]([C:5]4[CH:6]=[CH:7][CH:8]=[C:3]([C:2]([F:14])([F:13])[F:1])[CH:4]=4)(=[O:11])=[O:10])[CH:17]=[CH:18][C:19]=3[CH3:33])[CH:23]=2)[N:28]=1. The catalyst class is: 2. (5) Reactant: [NH2:1][C:2]1[N:7]=[CH:6][N:5]=[C:4]2[N:8]([CH:29]3[CH2:34][CH2:33][N:32](C(OC(C)(C)C)=O)[CH2:31][CH2:30]3)[N:9]=[C:10]([C:11]3[CH:16]=[CH:15][C:14]([NH:17][C:18]4[O:19][C:20]5[C:26]([CH3:27])=[CH:25][C:24]([CH3:28])=[CH:23][C:21]=5[N:22]=4)=[CH:13][CH:12]=3)[C:3]=12.[ClH:42]. Product: [ClH:42].[ClH:42].[NH2:1][C:2]1[N:7]=[CH:6][N:5]=[C:4]2[N:8]([CH:29]3[CH2:34][CH2:33][NH:32][CH2:31][CH2:30]3)[N:9]=[C:10]([C:11]3[CH:12]=[CH:13][C:14]([NH:17][C:18]4[O:19][C:20]5[C:26]([CH3:27])=[CH:25][C:24]([CH3:28])=[CH:23][C:21]=5[N:22]=4)=[CH:15][CH:16]=3)[C:3]=12. The catalyst class is: 21.